From a dataset of Full USPTO retrosynthesis dataset with 1.9M reactions from patents (1976-2016). Predict the reactants needed to synthesize the given product. (1) Given the product [CH2:2]([NH:4][C:23]([C:10]1([CH2:9][CH2:8][CH2:7][CH2:6][Br:5])[C:22]2[CH:21]=[CH:20][CH:19]=[CH:18][C:17]=2[C:16]2[C:11]1=[CH:12][CH:13]=[CH:14][CH:15]=2)=[O:24])[CH3:3], predict the reactants needed to synthesize it. The reactants are: Cl.[CH2:2]([NH2:4])[CH3:3].[Br:5][CH2:6][CH2:7][CH2:8][CH2:9][C:10]1([C:23](Cl)=[O:24])[C:22]2[CH:21]=[CH:20][CH:19]=[CH:18][C:17]=2[C:16]2[C:11]1=[CH:12][CH:13]=[CH:14][CH:15]=2. (2) Given the product [F:36][C:37]1[CH:45]=[CH:44][CH:43]=[C:42]2[C:38]=1[CH:39]=[C:40]([C:2]1[CH:3]=[C:4]([C:10]3[C:11]([N:30]([CH3:35])[S:31]([CH3:34])(=[O:32])=[O:33])=[CH:12][C:13]4[O:17][C:16]([C:18]5[CH:23]=[CH:22][C:21]([F:24])=[CH:20][CH:19]=5)=[C:15]([C:25]([NH:27][CH3:28])=[O:26])[C:14]=4[CH:29]=3)[C:5](=[O:9])[N:6]([CH3:8])[CH:7]=1)[NH:41]2, predict the reactants needed to synthesize it. The reactants are: Br[C:2]1[CH:3]=[C:4]([C:10]2[C:11]([N:30]([CH3:35])[S:31]([CH3:34])(=[O:33])=[O:32])=[CH:12][C:13]3[O:17][C:16]([C:18]4[CH:23]=[CH:22][C:21]([F:24])=[CH:20][CH:19]=4)=[C:15]([C:25]([NH:27][CH3:28])=[O:26])[C:14]=3[CH:29]=2)[C:5](=[O:9])[N:6]([CH3:8])[CH:7]=1.[F:36][C:37]1[CH:45]=[CH:44][CH:43]=[C:42]2[C:38]=1[CH:39]=[C:40](B1OC(C)(C)C(C)(C)O1)[NH:41]2.